Dataset: Forward reaction prediction with 1.9M reactions from USPTO patents (1976-2016). Task: Predict the product of the given reaction. (1) Given the reactants [O:1]1[CH2:5][CH2:4][O:3][CH:2]1[C:6]1[C:7]([F:29])=[C:8]([F:28])[C:9]([NH:19][C:20]2[CH:25]=[CH:24][C:23]([I:26])=[CH:22][C:21]=2[F:27])=[C:10]([CH:18]=1)[C:11]([NH:13][O:14][CH2:15][CH2:16][OH:17])=[O:12].[BH4-].[Na+].FC(F)(F)C(O)=O.C(=O)(O)[O-].[Na+], predict the reaction product. The product is: [F:28][C:8]1[C:9]([NH:19][C:20]2[CH:25]=[CH:24][C:23]([I:26])=[CH:22][C:21]=2[F:27])=[C:10]([CH:18]=[C:6]([CH2:2][O:1][CH2:5][CH2:4][OH:3])[C:7]=1[F:29])[C:11]([NH:13][O:14][CH2:15][CH2:16][OH:17])=[O:12]. (2) Given the reactants [Br:1][C:2]1[CH:3]=[C:4]([C:11]([OH:13])=O)[C:5]2[O:9][CH2:8][CH2:7][C:6]=2[CH:10]=1.[NH2:14][C:15]1[C:20](O)=[CH:19][CH:18]=[CH:17][N:16]=1, predict the reaction product. The product is: [Br:1][C:2]1[CH:3]=[C:4]([C:11]2[O:13][C:20]3[C:15]([N:14]=2)=[N:16][CH:17]=[CH:18][CH:19]=3)[C:5]2[O:9][CH2:8][CH2:7][C:6]=2[CH:10]=1.